The task is: Regression. Given two drug SMILES strings and cell line genomic features, predict the synergy score measuring deviation from expected non-interaction effect.. This data is from NCI-60 drug combinations with 297,098 pairs across 59 cell lines. (1) Drug 1: C(CC(=O)O)C(=O)CN.Cl. Drug 2: C1=CN(C=N1)CC(O)(P(=O)(O)O)P(=O)(O)O. Cell line: HL-60(TB). Synergy scores: CSS=0.466, Synergy_ZIP=-2.04, Synergy_Bliss=-6.50, Synergy_Loewe=-3.15, Synergy_HSA=-6.45. (2) Drug 1: CC1=CC2C(CCC3(C2CCC3(C(=O)C)OC(=O)C)C)C4(C1=CC(=O)CC4)C. Drug 2: C1=NC2=C(N=C(N=C2N1C3C(C(C(O3)CO)O)F)Cl)N. Cell line: RXF 393. Synergy scores: CSS=3.30, Synergy_ZIP=-1.62, Synergy_Bliss=1.13, Synergy_Loewe=-16.0, Synergy_HSA=-2.89. (3) Drug 1: CC1=C2C(C(=O)C3(C(CC4C(C3C(C(C2(C)C)(CC1OC(=O)C(C(C5=CC=CC=C5)NC(=O)OC(C)(C)C)O)O)OC(=O)C6=CC=CC=C6)(CO4)OC(=O)C)OC)C)OC. Drug 2: CC(C)(C#N)C1=CC(=CC(=C1)CN2C=NC=N2)C(C)(C)C#N. Cell line: K-562. Synergy scores: CSS=52.0, Synergy_ZIP=4.08, Synergy_Bliss=3.30, Synergy_Loewe=-29.8, Synergy_HSA=3.24. (4) Drug 1: CCCCCOC(=O)NC1=NC(=O)N(C=C1F)C2C(C(C(O2)C)O)O. Drug 2: CC1=C(C(=O)C2=C(C1=O)N3CC4C(C3(C2COC(=O)N)OC)N4)N. Cell line: HOP-62. Synergy scores: CSS=42.0, Synergy_ZIP=7.29, Synergy_Bliss=6.40, Synergy_Loewe=-31.9, Synergy_HSA=-0.164. (5) Drug 1: CC1=C(C=C(C=C1)NC2=NC=CC(=N2)N(C)C3=CC4=NN(C(=C4C=C3)C)C)S(=O)(=O)N.Cl. Drug 2: CN(CC1=CN=C2C(=N1)C(=NC(=N2)N)N)C3=CC=C(C=C3)C(=O)NC(CCC(=O)O)C(=O)O. Cell line: HCT-15. Synergy scores: CSS=38.3, Synergy_ZIP=2.29, Synergy_Bliss=-1.94, Synergy_Loewe=-28.9, Synergy_HSA=-3.46. (6) Drug 1: CN1C(=O)N2C=NC(=C2N=N1)C(=O)N. Drug 2: CC12CCC3C(C1CCC2O)C(CC4=C3C=CC(=C4)O)CCCCCCCCCS(=O)CCCC(C(F)(F)F)(F)F. Cell line: UACC62. Synergy scores: CSS=2.06, Synergy_ZIP=-0.877, Synergy_Bliss=1.45, Synergy_Loewe=-1.92, Synergy_HSA=-0.260. (7) Drug 1: CN(C)C1=NC(=NC(=N1)N(C)C)N(C)C. Drug 2: CN(C(=O)NC(C=O)C(C(C(CO)O)O)O)N=O. Cell line: BT-549. Synergy scores: CSS=-9.54, Synergy_ZIP=1.58, Synergy_Bliss=-3.97, Synergy_Loewe=-9.22, Synergy_HSA=-9.55. (8) Drug 1: C1CC(=O)NC(=O)C1N2C(=O)C3=CC=CC=C3C2=O. Drug 2: C1CN(P(=O)(OC1)NCCCl)CCCl. Cell line: OVCAR3. Synergy scores: CSS=-17.5, Synergy_ZIP=10.3, Synergy_Bliss=-5.73, Synergy_Loewe=-27.7, Synergy_HSA=-28.7.